Dataset: Reaction yield outcomes from USPTO patents with 853,638 reactions. Task: Predict the reaction yield, written as a fraction of the theoretical maximum amount of product (1.0 means a 100% yield; for example, 0.34 means a 34% yield). (1) The reactants are C([C:3]1([C:13]([O-])=[O:14])[CH2:8][CH2:7][C:6]2([O:12][CH2:11][CH2:10][O:9]2)[CH2:5][CH2:4]1)C.[H-].C([Al+]CC(C)C)C(C)C.[Cl-].[NH4+]. The catalyst is C1(C)C=CC=CC=1. The product is [CH2:11]1[CH2:10][O:9][C:6]2([CH2:5][CH2:4][CH:3]([CH:13]=[O:14])[CH2:8][CH2:7]2)[O:12]1. The yield is 0.850. (2) The yield is 0.710. The reactants are Cl[CH2:2][C:3]([NH:5][CH:6]1[CH2:8][CH2:7]1)=[O:4].[Br:9][C:10]1[CH:11]=[C:12]([OH:17])[CH:13]=[C:14]([F:16])[CH:15]=1.C([O-])([O-])=O.[K+].[K+]. The product is [Br:9][C:10]1[CH:11]=[C:12]([CH:13]=[C:14]([F:16])[CH:15]=1)[O:17][CH2:2][C:3]([NH:5][CH:6]1[CH2:8][CH2:7]1)=[O:4]. The catalyst is CC(C)=O. (3) The reactants are [Br:1][C:2]1[S:3][C:4]2[CH:10]=[C:9]([C:11](OCC)=[O:12])[CH:8]=[CH:7][C:5]=2[N:6]=1.CC(C[AlH]CC(C)C)C. The catalyst is C(Cl)Cl. The product is [Br:1][C:2]1[S:3][C:4]2[CH:10]=[C:9]([CH2:11][OH:12])[CH:8]=[CH:7][C:5]=2[N:6]=1. The yield is 0.800. (4) The reactants are [NH2:1][C:2]1[N:3]=[CH:4][C:5]([C:20]2[CH:30]=[CH:29][C:23]([C:24]([N:26]([CH3:28])[CH3:27])=[O:25])=[CH:22][CH:21]=2)=[N:6][C:7]=1[C:8]1[O:9][C:10]([C:13]2[CH:18]=[CH:17][CH:16]=[CH:15][C:14]=2[OH:19])=[N:11][N:12]=1.C(=O)([O-])[O-].[K+].[K+].Br[CH2:38][CH2:39][NH:40]C(=O)OC(C)(C)C.C(O)(C(F)(F)F)=O. The catalyst is CN(C=O)C.C(Cl)Cl.O. The product is [NH2:1][C:2]1[N:3]=[CH:4][C:5]([C:20]2[CH:30]=[CH:29][C:23]([C:24]([N:26]([CH3:28])[CH3:27])=[O:25])=[CH:22][CH:21]=2)=[N:6][C:7]=1[C:8]1[O:9][C:10]([C:13]2[CH:18]=[CH:17][CH:16]=[CH:15][C:14]=2[O:19][CH2:38][CH2:39][NH2:40])=[N:11][N:12]=1. The yield is 0.690. (5) The reactants are [F:1][C:2]1[CH:3]=[C:4]([CH:6]=[CH:7][CH:8]=1)[NH2:5].C(N(C(C)C)C(C)C)C.[C:18]1(=[CH:22][C:23](Cl)=[O:24])[CH2:21][CH2:20][CH2:19]1. The catalyst is ClCCl. The product is [C:18]1(=[CH:22][C:23]([NH:5][C:4]2[CH:6]=[CH:7][CH:8]=[C:2]([F:1])[CH:3]=2)=[O:24])[CH2:21][CH2:20][CH2:19]1. The yield is 0.770. (6) The reactants are [CH2:1]([O:8][C:9]([N:11]1[CH2:16][CH2:15][C:14]([C:21]2[O:22][C:23]([C:34]3[CH:39]=[CH:38][C:37]([O:40][CH3:41])=[CH:36][CH:35]=3)=[C:24]([C:26]3[CH:31]=[CH:30][C:29]([O:32][CH3:33])=[CH:28][CH:27]=3)[N:25]=2)([C:17](OC)=[O:18])[CH2:13][CH2:12]1)=[O:10])[C:2]1[CH:7]=[CH:6][CH:5]=[CH:4][CH:3]=1.[BH4-].[Li+].O. The catalyst is O1CCCC1. The product is [CH2:1]([O:8][C:9]([N:11]1[CH2:12][CH2:13][C:14]([C:21]2[O:22][C:23]([C:34]3[CH:35]=[CH:36][C:37]([O:40][CH3:41])=[CH:38][CH:39]=3)=[C:24]([C:26]3[CH:27]=[CH:28][C:29]([O:32][CH3:33])=[CH:30][CH:31]=3)[N:25]=2)([CH2:17][OH:18])[CH2:15][CH2:16]1)=[O:10])[C:2]1[CH:3]=[CH:4][CH:5]=[CH:6][CH:7]=1. The yield is 0.970.